The task is: Predict the reactants needed to synthesize the given product.. This data is from Full USPTO retrosynthesis dataset with 1.9M reactions from patents (1976-2016). (1) Given the product [CH2:1]([NH:8][C:9](=[O:17])[C:10]1[CH:15]=[CH:14][C:13]([NH:19][NH2:20])=[N:12][CH:11]=1)[C:2]1[CH:7]=[CH:6][CH:5]=[CH:4][CH:3]=1, predict the reactants needed to synthesize it. The reactants are: [CH2:1]([NH:8][C:9](=[O:17])[C:10]1[CH:15]=[CH:14][C:13](Cl)=[N:12][CH:11]=1)[C:2]1[CH:7]=[CH:6][CH:5]=[CH:4][CH:3]=1.O.[NH2:19][NH2:20]. (2) Given the product [F:1][C:2]([F:6])([F:5])[CH2:3][O:4][CH2:10][C:11]1[CH:20]=[CH:19][C:14]([C:15]([O:17][CH3:18])=[O:16])=[CH:13][CH:12]=1, predict the reactants needed to synthesize it. The reactants are: [F:1][C:2]([F:6])([F:5])[CH2:3][OH:4].[H-].[Na+].Br[CH2:10][C:11]1[CH:20]=[CH:19][C:14]([C:15]([O:17][CH3:18])=[O:16])=[CH:13][CH:12]=1. (3) Given the product [CH3:1][O:2][C:3]1[CH:4]=[C:5]2[C:10](=[CH:11][CH:12]=1)[N:9]=[C:8]([NH:13][CH3:14])[C:7]([CH2:15][OH:16])=[CH:6]2, predict the reactants needed to synthesize it. The reactants are: [CH3:1][O:2][C:3]1[CH:4]=[C:5]2[C:10](=[CH:11][CH:12]=1)[N:9]=[C:8]([NH:13][CH3:14])[C:7]([CH:15]=[O:16])=[CH:6]2.